From a dataset of Full USPTO retrosynthesis dataset with 1.9M reactions from patents (1976-2016). Predict the reactants needed to synthesize the given product. (1) Given the product [OH:42][C:23]1[C:24]2[CH:25]=[CH:26][CH:27]=[C:18]([S:15]([N:12]3[CH2:13][CH2:14][C@H:10]([NH:8][CH3:9])[CH2:11]3)(=[O:17])=[O:16])[C:19]=2[C:20]([F:29])=[CH:21][N:22]=1.[ClH:28], predict the reactants needed to synthesize it. The reactants are: C(OC([N:8]([C@H:10]1[CH2:14][CH2:13][N:12]([S:15]([C:18]2[C:19]3[C:20]([F:29])=[CH:21][N:22]=[C:23]([Cl:28])[C:24]=3[CH:25]=[CH:26][CH:27]=2)(=[O:17])=[O:16])[CH2:11]1)[CH3:9])=O)(C)(C)C.ClC1C2C=CC=C(S(Cl)(=O)=[O:42])C=2C(F)=CN=1.ClC1C2C=CC=C(S(Cl)(=O)=O)C=2C(Br)=CN=1. (2) Given the product [C:50]1([C:102]2[CH:107]=[CH:106][CH:105]=[CH:104][CH:103]=2)[CH:55]=[CH:54][CH:53]=[CH:52][C:51]=1[NH:56][C:57]([O:59][CH:60]1[CH2:61][CH2:62][N:63]([CH2:66][CH2:67][N:68]([CH3:101])[C:69](=[O:100])[CH2:70][CH2:71][CH2:72][CH2:73][CH2:74][N:75]([C:86]2[CH:87]=[CH:88][C:89]([N:92]([C:93](=[O:98])[CH2:94][CH2:95][N:96]([C:38](=[O:39])[CH2:37][O:36][C@@H:28]3[C:25]4([CH2:26][CH2:27][N:22]([CH2:21][CH2:20][C@:11]5([C:13]6[CH:18]=[CH:17][C:16]([F:19])=[CH:15][CH:14]=6)[O:10][CH2:9][N:8]([C:6](=[O:7])[C:5]6[CH:41]=[C:42]([C:44]([F:45])([F:46])[F:47])[CH:43]=[C:3]([C:2]([F:49])([F:1])[F:48])[CH:4]=6)[CH2:12]5)[CH2:23][CH2:24]4)[C:35]4[C:30](=[CH:31][CH:32]=[CH:33][CH:34]=4)[CH2:29]3)[CH3:97])[CH3:99])=[CH:90][CH:91]=2)[C:76](=[O:85])[O:77][CH2:78][C:79]2[CH:80]=[CH:81][CH:82]=[CH:83][CH:84]=2)[CH2:64][CH2:65]1)=[O:58], predict the reactants needed to synthesize it. The reactants are: [F:1][C:2]([F:49])([F:48])[C:3]1[CH:4]=[C:5]([CH:41]=[C:42]([C:44]([F:47])([F:46])[F:45])[CH:43]=1)[C:6]([N:8]1[CH2:12][C@@:11]([CH2:20][CH2:21][N:22]2[CH2:27][CH2:26][C:25]3([C:35]4[C:30](=[CH:31][CH:32]=[CH:33][CH:34]=4)[CH2:29][C@@H:28]3[O:36][CH2:37][C:38](O)=[O:39])[CH2:24][CH2:23]2)([C:13]2[CH:18]=[CH:17][C:16]([F:19])=[CH:15][CH:14]=2)[O:10][CH2:9]1)=[O:7].[C:50]1([C:102]2[CH:107]=[CH:106][CH:105]=[CH:104][CH:103]=2)[CH:55]=[CH:54][CH:53]=[CH:52][C:51]=1[NH:56][C:57]([O:59][CH:60]1[CH2:65][CH2:64][N:63]([CH2:66][CH2:67][N:68]([CH3:101])[C:69](=[O:100])[CH2:70][CH2:71][CH2:72][CH2:73][CH2:74][N:75]([C:86]2[CH:91]=[CH:90][C:89]([N:92]([CH3:99])[C:93](=[O:98])[CH2:94][CH2:95][NH:96][CH3:97])=[CH:88][CH:87]=2)[C:76](=[O:85])[O:77][CH2:78][C:79]2[CH:84]=[CH:83][CH:82]=[CH:81][CH:80]=2)[CH2:62][CH2:61]1)=[O:58].